From a dataset of Full USPTO retrosynthesis dataset with 1.9M reactions from patents (1976-2016). Predict the reactants needed to synthesize the given product. Given the product [CH2:1]([N:8]1[C:14]([CH2:17][OH:18])([CH3:19])[CH2:15][O:16][CH:10]([CH3:11])[C:9]1=[O:13])[C:2]1[CH:7]=[CH:6][CH:5]=[CH:4][CH:3]=1, predict the reactants needed to synthesize it. The reactants are: [CH2:1]([N:8]([C:14]([CH3:19])([CH2:17][OH:18])[CH2:15][OH:16])[C:9](=[O:13])[CH:10](Cl)[CH3:11])[C:2]1[CH:7]=[CH:6][CH:5]=[CH:4][CH:3]=1.CC(C)([O-])C.[K+].